The task is: Predict the reactants needed to synthesize the given product.. This data is from Full USPTO retrosynthesis dataset with 1.9M reactions from patents (1976-2016). (1) Given the product [Cl:1][C:2]1[C:3]([O:10][C:11](=[O:13])[CH3:12])=[C:4]([Cl:9])[CH:5]=[CH:6][C:7]=1[CH:8]=[O:17], predict the reactants needed to synthesize it. The reactants are: [Cl:1][C:2]1[C:7]([CH3:8])=[CH:6][CH:5]=[C:4]([Cl:9])[C:3]=1[O:10][C:11](=[O:13])[CH3:12].C1C(=O)N(Br)C(=[O:17])C1.FC1C(OC2C=CC=CC=2)=C(F)C=CC=1C(N)CC. (2) Given the product [F:35][C:36]([F:41])([F:40])[C:37]([OH:39])=[O:38].[CH3:34][N:17]1[C:16]2[N:15]=[C:14]([N:11]3[CH2:10][CH2:9][NH:8][CH2:13][CH2:12]3)[N:22]([CH2:23][CH:24]=[C:25]([CH3:27])[CH3:26])[C:21]=2[C:20](=[O:28])[N:19]([CH2:29][C:30]([OH:32])=[O:31])[C:18]1=[O:33], predict the reactants needed to synthesize it. The reactants are: C(OC([N:8]1[CH2:13][CH2:12][N:11]([C:14]2[N:22]([CH2:23][CH:24]=[C:25]([CH3:27])[CH3:26])[C:21]3[C:20](=[O:28])[N:19]([CH2:29][C:30]([OH:32])=[O:31])[C:18](=[O:33])[N:17]([CH3:34])[C:16]=3[N:15]=2)[CH2:10][CH2:9]1)=O)(C)(C)C.[F:35][C:36]([F:41])([F:40])[C:37]([OH:39])=[O:38]. (3) Given the product [NH2:7][CH:3]([CH:1]=[CH2:2])[CH2:4][CH2:5][C:6]([OH:8])=[O:9], predict the reactants needed to synthesize it. The reactants are: [CH:1]([CH:3]1[NH:7][C:6](=[O:8])[CH2:5][CH2:4]1)=[CH2:2].[OH-:9].[K+]. (4) The reactants are: [H][H].[CH3:3][N:4]([CH3:20])[CH2:5][CH2:6][CH2:7][O:8][C:9]1[C:10]([F:19])=[CH:11][C:12]([N+:16]([O-])=O)=[C:13]([NH2:15])[CH:14]=1. Given the product [CH3:20][N:4]([CH3:3])[CH2:5][CH2:6][CH2:7][O:8][C:9]1[CH:14]=[C:13]([NH2:15])[C:12]([NH2:16])=[CH:11][C:10]=1[F:19], predict the reactants needed to synthesize it. (5) Given the product [Br:8][C:7]1[C:2]([CH3:10])=[N:3][CH:4]=[C:5]([F:9])[CH:6]=1, predict the reactants needed to synthesize it. The reactants are: Br[C:2]1[C:7]([Br:8])=[CH:6][C:5]([F:9])=[CH:4][N:3]=1.[CH3:10]B(O)O.C([O-])([O-])=O.[K+].[K+].O.